Predict the reactants needed to synthesize the given product. From a dataset of Full USPTO retrosynthesis dataset with 1.9M reactions from patents (1976-2016). (1) Given the product [CH3:1][C:2]1([CH3:14])[C:6]([CH3:7])([CH3:8])[O:5][B:4]([C:9]2[CH:13]=[N:12][N:11]([CH2:18][O:19][CH2:20][CH2:21][Si:22]([CH3:25])([CH3:24])[CH3:23])[CH:10]=2)[O:3]1, predict the reactants needed to synthesize it. The reactants are: [CH3:1][C:2]1([CH3:14])[C:6]([CH3:8])([CH3:7])[O:5][B:4]([C:9]2[CH:10]=[N:11][NH:12][CH:13]=2)[O:3]1.[H-].[Na+].Cl[CH2:18][O:19][CH2:20][CH2:21][Si:22]([CH3:25])([CH3:24])[CH3:23].[Cl-].[NH4+]. (2) Given the product [F:56][C:32]([F:31])([F:57])[C:33]1[NH:34][C:35]2[C:40]([CH:41]=1)=[CH:39][C:38]([CH2:42][NH:43][C:44]([C:46]1[CH:51]=[CH:50][C:49]([O:4][CH2:3][C:2]([F:15])([F:14])[F:1])=[CH:48][N:47]=1)=[O:45])=[CH:37][CH:36]=2, predict the reactants needed to synthesize it. The reactants are: [F:1][C:2]([F:15])([F:14])[CH2:3][O:4]C1N=CC(C(O)=O)=CC=1.FC(F)(F)C1NC2C(C=1)=CC(CN)=CC=2.[F:31][C:32]([F:57])([F:56])[C:33]1[NH:34][C:35]2[C:40]([CH:41]=1)=[CH:39][C:38]([CH2:42][NH:43][C:44]([C:46]1[CH:51]=[CH:50][C:49](C(F)(F)F)=[CH:48][N:47]=1)=[O:45])=[CH:37][CH:36]=2. (3) Given the product [O:1]=[CH:2][CH2:3][N:4]1[CH:8]=[C:7]([C:9]([C:15]2[CH:16]=[C:17]3[C:21](=[CH:22][CH:23]=2)[N:20]([C:24]2[CH:25]=[CH:26][C:27]([F:30])=[CH:28][CH:29]=2)[N:19]=[CH:18]3)([OH:14])[C:10]([F:12])([F:13])[F:11])[CH:6]=[C:5]1[C:31]#[N:32], predict the reactants needed to synthesize it. The reactants are: [OH:1][CH:2](CO)[CH2:3][N:4]1[CH:8]=[C:7]([C:9]([C:15]2[CH:16]=[C:17]3[C:21](=[CH:22][CH:23]=2)[N:20]([C:24]2[CH:29]=[CH:28][C:27]([F:30])=[CH:26][CH:25]=2)[N:19]=[CH:18]3)([OH:14])[C:10]([F:13])([F:12])[F:11])[CH:6]=[C:5]1[C:31]#[N:32].I([O-])(=O)(=O)=O.[Na+]. (4) Given the product [OH:8][C@H:9]1[C@H:13]2[O:14][CH2:15][C@:10]1([CH2:32][OH:33])[O:11][C@H:12]2[N:16]1[CH:24]=[N:23][C:22]2[C:21](=[O:25])[NH:20][C:19]([NH:26][C:27](=[O:31])[CH:28]([CH3:29])[CH3:30])=[N:18][C:17]1=2, predict the reactants needed to synthesize it. The reactants are: C([O:8][C@H:9]1[C@H:13]2[O:14][CH2:15][C@:10]1([CH2:32][O:33]CC1C=CC=CC=1)[O:11][C@H:12]2[N:16]1[CH:24]=[N:23][C:22]2[C:21](=[O:25])[NH:20][C:19]([NH:26][C:27](=[O:31])[CH:28]([CH3:30])[CH3:29])=[N:18][C:17]1=2)C1C=CC=CC=1.